From a dataset of NCI-60 drug combinations with 297,098 pairs across 59 cell lines. Regression. Given two drug SMILES strings and cell line genomic features, predict the synergy score measuring deviation from expected non-interaction effect. (1) Drug 1: CC1=C(C=C(C=C1)NC2=NC=CC(=N2)N(C)C3=CC4=NN(C(=C4C=C3)C)C)S(=O)(=O)N.Cl. Drug 2: C1CN1P(=S)(N2CC2)N3CC3. Cell line: DU-145. Synergy scores: CSS=13.7, Synergy_ZIP=-8.28, Synergy_Bliss=-15.3, Synergy_Loewe=-34.5, Synergy_HSA=-16.4. (2) Synergy scores: CSS=20.6, Synergy_ZIP=-6.58, Synergy_Bliss=-3.83, Synergy_Loewe=-0.874, Synergy_HSA=0.142. Drug 1: CC1OCC2C(O1)C(C(C(O2)OC3C4COC(=O)C4C(C5=CC6=C(C=C35)OCO6)C7=CC(=C(C(=C7)OC)O)OC)O)O. Drug 2: CCC1(C2=C(COC1=O)C(=O)N3CC4=CC5=C(C=CC(=C5CN(C)C)O)N=C4C3=C2)O.Cl. Cell line: RXF 393. (3) Drug 1: CC1OCC2C(O1)C(C(C(O2)OC3C4COC(=O)C4C(C5=CC6=C(C=C35)OCO6)C7=CC(=C(C(=C7)OC)O)OC)O)O. Drug 2: C1CN1P(=S)(N2CC2)N3CC3. Cell line: HT29. Synergy scores: CSS=23.0, Synergy_ZIP=-1.56, Synergy_Bliss=3.80, Synergy_Loewe=-0.569, Synergy_HSA=4.58. (4) Drug 1: CN1CCC(CC1)COC2=C(C=C3C(=C2)N=CN=C3NC4=C(C=C(C=C4)Br)F)OC. Drug 2: CC(CN1CC(=O)NC(=O)C1)N2CC(=O)NC(=O)C2. Cell line: HS 578T. Synergy scores: CSS=4.86, Synergy_ZIP=2.95, Synergy_Bliss=8.74, Synergy_Loewe=2.31, Synergy_HSA=2.74. (5) Drug 1: CC1OCC2C(O1)C(C(C(O2)OC3C4COC(=O)C4C(C5=CC6=C(C=C35)OCO6)C7=CC(=C(C(=C7)OC)O)OC)O)O. Drug 2: CC1C(C(CC(O1)OC2CC(OC(C2O)C)OC3=CC4=CC5=C(C(=O)C(C(C5)C(C(=O)C(C(C)O)O)OC)OC6CC(C(C(O6)C)O)OC7CC(C(C(O7)C)O)OC8CC(C(C(O8)C)O)(C)O)C(=C4C(=C3C)O)O)O)O. Cell line: PC-3. Synergy scores: CSS=13.7, Synergy_ZIP=-4.85, Synergy_Bliss=-1.60, Synergy_Loewe=-2.05, Synergy_HSA=-1.78.